From a dataset of TCR-epitope binding with 47,182 pairs between 192 epitopes and 23,139 TCRs. Binary Classification. Given a T-cell receptor sequence (or CDR3 region) and an epitope sequence, predict whether binding occurs between them. (1) The epitope is AYILFTRFFYV. The TCR CDR3 sequence is CASSQGASGHGTEAFF. Result: 1 (the TCR binds to the epitope). (2) The epitope is IPRRNVATL. The TCR CDR3 sequence is CASSLLPGATGNTIYF. Result: 0 (the TCR does not bind to the epitope). (3) The epitope is YLQPRTFLL. The TCR CDR3 sequence is CASSDDNTGELFF. Result: 1 (the TCR binds to the epitope). (4) Result: 1 (the TCR binds to the epitope). The TCR CDR3 sequence is CASSHGYEQYF. The epitope is MMISAGFSL.